Dataset: Reaction yield outcomes from USPTO patents with 853,638 reactions. Task: Predict the reaction yield, written as a fraction of the theoretical maximum amount of product (1.0 means a 100% yield; for example, 0.34 means a 34% yield). (1) The reactants are [F:1][C:2]1[CH:3]=[C:4]([CH:16]=[CH:17][C:18]=1[F:19])[CH2:5][C:6]1[O:10][N:9]=[C:8]([C:11]([O:13]CC)=O)[N:7]=1.Cl.[Cl:21][C:22]1[CH:23]=[C:24]2[C:28](=[CH:29][CH:30]=1)[NH:27][CH:26]=[C:25]2[CH2:31][CH2:32][NH2:33].CN(C(ON1N=NC2C=CC=NC1=2)=[N+](C)C)C.F[P-](F)(F)(F)(F)F.C(N(CC)C(C)C)(C)C. The catalyst is CO.[OH-].[Na+].O.CN(C=O)C. The product is [Cl:21][C:22]1[CH:23]=[C:24]2[C:28](=[CH:29][CH:30]=1)[NH:27][CH:26]=[C:25]2[CH2:31][CH2:32][NH:33][C:11]([C:8]1[N:7]=[C:6]([CH2:5][C:4]2[CH:16]=[CH:17][C:18]([F:19])=[C:2]([F:1])[CH:3]=2)[O:10][N:9]=1)=[O:13]. The yield is 0.450. (2) The reactants are C12(C)C(C)(C)C(CC1)CC2C(Cl)=O.N[CH:15]1[CH2:21][CH2:20][C:19](=[O:22])[NH:18][C:16]1=[O:17].CC[N:25](CC)CC. The catalyst is C(Cl)(Cl)Cl. The product is [NH2:25][N:18]1[C:19](=[O:22])[CH2:20][CH2:21][CH2:15][C:16]1=[O:17]. The yield is 0.600. (3) The reactants are [CH:1]([C@H:14]1[O:19][CH2:18][C@@H:17]([NH2:20])[CH2:16][CH2:15]1)([C:8]1[CH:13]=[CH:12][CH:11]=[CH:10][CH:9]=1)[C:2]1[CH:7]=[CH:6][CH:5]=[CH:4][CH:3]=1.[Cl:21][C:22]1[CH:23]=[C:24]([CH:27]=[CH:28][C:29]=1[Cl:30])[CH:25]=O.C(O)(=O)C.[BH3-]C#N.[Na+]. The catalyst is ClCCCl.CO. The product is [CH:1]([C@H:14]1[O:19][CH2:18][C@@H:17]([NH:20][CH2:25][C:24]2[CH:27]=[CH:28][C:29]([Cl:30])=[C:22]([Cl:21])[CH:23]=2)[CH2:16][CH2:15]1)([C:8]1[CH:13]=[CH:12][CH:11]=[CH:10][CH:9]=1)[C:2]1[CH:3]=[CH:4][CH:5]=[CH:6][CH:7]=1. The yield is 0.750.